From a dataset of Catalyst prediction with 721,799 reactions and 888 catalyst types from USPTO. Predict which catalyst facilitates the given reaction. Reactant: FC(F)(F)C(O)=O.[Cl:8][C:9]1[C:10]([NH:30][C:31](=[O:39])[CH2:32][CH:33]2[CH2:38][CH2:37][CH2:36][CH2:35][CH2:34]2)=[C:11]2[C:16](=[CH:17][CH:18]=1)[N:15]=[C:14]([CH2:19][CH2:20][CH2:21][NH:22]C(=O)OC(C)(C)C)[CH:13]=[CH:12]2. Product: [NH3:15].[NH2:22][CH2:21][CH2:20][CH2:19][C:14]1[CH:13]=[CH:12][C:11]2[C:16](=[CH:17][CH:18]=[C:9]([Cl:8])[C:10]=2[NH:30][C:31](=[O:39])[CH2:32][CH:33]2[CH2:38][CH2:37][CH2:36][CH2:35][CH2:34]2)[N:15]=1. The catalyst class is: 4.